This data is from Reaction yield outcomes from USPTO patents with 853,638 reactions. The task is: Predict the reaction yield, written as a fraction of the theoretical maximum amount of product (1.0 means a 100% yield; for example, 0.34 means a 34% yield). (1) The reactants are [Cl:1][C:2]1[CH:10]=[CH:9][C:5]([C:6]([OH:8])=[O:7])=[CH:4][C:3]=1[N+:11]([O-:13])=[O:12].OS(O)(=O)=O.[CH3:19]O. No catalyst specified. The product is [CH3:19][O:7][C:6](=[O:8])[C:5]1[CH:9]=[CH:10][C:2]([Cl:1])=[C:3]([N+:11]([O-:13])=[O:12])[CH:4]=1. The yield is 0.940. (2) The reactants are Cl[C:2]1[CH:7]=[C:6]([C:8]2[CH:13]=[C:12]([Cl:14])[CH:11]=[CH:10][C:9]=2[O:15][CH3:16])[N:5]=[C:4]([NH2:17])[N:3]=1.[OH:18][C:19]1[CH:25]=[CH:24][C:22]([NH2:23])=[CH:21][CH:20]=1. No catalyst specified. The product is [NH2:17][C:4]1[N:3]=[C:2]([NH:23][C:22]2[CH:24]=[CH:25][C:19]([OH:18])=[CH:20][CH:21]=2)[CH:7]=[C:6]([C:8]2[CH:13]=[C:12]([Cl:14])[CH:11]=[CH:10][C:9]=2[O:15][CH3:16])[N:5]=1. The yield is 0.660.